From a dataset of Full USPTO retrosynthesis dataset with 1.9M reactions from patents (1976-2016). Predict the reactants needed to synthesize the given product. (1) The reactants are: NC1[CH:3]=[C:4]([Cl:20])[C:5]([N:8]([CH2:10][C:11]2[CH:19]=[CH:18][C:14]([C:15]([O-:17])=[O:16])=[CH:13][CH:12]=2)[CH3:9])=[N:6][CH:7]=1.[CH2:21](ON=O)CC(C)C.N.CO.CC(C)=O.I[CH2:37][I:38]. Given the product [Cl:20][C:4]1[C:5]([N:8]([CH2:10][C:11]2[CH:19]=[CH:18][C:14]([C:15]([O:17][CH3:21])=[O:16])=[CH:13][CH:12]=2)[CH3:9])=[N:6][CH:7]=[C:37]([I:38])[CH:3]=1, predict the reactants needed to synthesize it. (2) Given the product [O:17]=[C:8]1[C:9]2[C:14](=[CH:13][CH:12]=[CH:11][CH:10]=2)[C:15](=[O:16])[N:7]1[CH2:6][CH2:5][CH2:4][CH2:3][CH:2]=[O:1], predict the reactants needed to synthesize it. The reactants are: [OH:1][CH2:2][CH2:3][CH2:4][CH2:5][CH2:6][N:7]1[C:15](=[O:16])[C:14]2[C:9](=[CH:10][CH:11]=[CH:12][CH:13]=2)[C:8]1=[O:17].CS(C)=O.C(N(CC)CC)C.